Dataset: Forward reaction prediction with 1.9M reactions from USPTO patents (1976-2016). Task: Predict the product of the given reaction. Given the reactants [Cl:1][C:2]1[CH:14]=[C:13]([CH:15]=[O:16])[CH:12]=[C:11]([O:17][CH3:18])[C:3]=1[O:4][CH2:5][C:6]([O:8][CH2:9][CH3:10])=[O:7].[BH4-].[Na+], predict the reaction product. The product is: [Cl:1][C:2]1[CH:14]=[C:13]([CH2:15][OH:16])[CH:12]=[C:11]([O:17][CH3:18])[C:3]=1[O:4][CH2:5][C:6]([O:8][CH2:9][CH3:10])=[O:7].